This data is from Experimentally validated miRNA-target interactions with 360,000+ pairs, plus equal number of negative samples. The task is: Binary Classification. Given a miRNA mature sequence and a target amino acid sequence, predict their likelihood of interaction. The miRNA is hsa-miR-433-5p with sequence UACGGUGAGCCUGUCAUUAUUC. The protein sequence of the target gene is MNFLRGVMGGQSAGPQHTEAETIQKLCDRVASSTLLDDRRNAVRALKSLSKKYRLEVGIQAMEHLIHVLQTDRSDSEIIGYALDTLYNIISNEEEEEVEENSTRQSEDLGSQFTEIFIKQQENVTLLLSLLEEFDFHVRWPGVKLLTSLLKQLGPQVQQIILVSPMGVSRLMDLLADSREVIRNDGVLLLQALTRSNGAIQKIVAFENAFERLLDIISEEGNSDGGIVVEDCLILLQNLLKNNNSNQNFFKEGSYIQRMKPWFEVGDENSGWSAQKVTNLHLMLQLVRVLVSPTNPPGAT.... Result: 0 (no interaction).